This data is from Reaction yield outcomes from USPTO patents with 853,638 reactions. The task is: Predict the reaction yield, written as a fraction of the theoretical maximum amount of product (1.0 means a 100% yield; for example, 0.34 means a 34% yield). (1) The reactants are [N+:1]([C:4]1[CH:5]=[C:6]2[C:10](=[CH:11][CH:12]=1)[NH:9][CH:8]=[CH:7]2)([O-])=O.O1CCCC1.C([O-])=O.[NH4+]. The catalyst is CO.[Pd]. The product is [NH:9]1[C:10]2[C:6](=[CH:5][C:4]([NH2:1])=[CH:12][CH:11]=2)[CH:7]=[CH:8]1. The yield is 0.550. (2) The reactants are [C:1]([CH:5]1[CH2:10][CH2:9][CH:8]([O:11][C:12]2[CH:13]=[C:14]3[C:19](=[CH:20][CH:21]=2)[CH:18]=[C:17]([CH2:22][N:23]2[CH2:28][CH2:27][C:26]([CH2:32]C)([C:29]([OH:31])=[O:30])[CH2:25][CH2:24]2)[CH:16]=[CH:15]3)[CH2:7][CH2:6]1)([CH3:4])([CH3:3])[CH3:2].N1CCCC(C(O)=O)CC1.C(=O)([O-])[O-].CO.C(C1CCC(OC2C=C3C(=CC=2)C=C(C=O)C=C3)CC1)(C)(C)C.C(O)(=O)C. No catalyst specified. The product is [C:1]([CH:5]1[CH2:10][CH2:9][CH:8]([O:11][C:12]2[CH:13]=[C:14]3[C:19](=[CH:20][CH:21]=2)[CH:18]=[C:17]([CH2:22][N:23]2[CH2:24][CH2:25][CH2:32][CH:26]([C:29]([OH:31])=[O:30])[CH2:27][CH2:28]2)[CH:16]=[CH:15]3)[CH2:7][CH2:6]1)([CH3:3])([CH3:4])[CH3:2]. The yield is 0.240. (3) The reactants are Cl.Cl.[Br:3][C:4]1[CH:5]=[C:6]([O:17][CH:18]2[CH2:22][CH2:21][NH:20][CH2:19]2)[C:7]([NH:10][C:11]2[S:12][CH:13]=[C:14]([CH3:16])[N:15]=2)=[N:8][CH:9]=1.C(N(CC)CC)C.[C:30]([Cl:33])(=[O:32])[CH3:31].Cl. The catalyst is O.C1COCC1. The product is [ClH:33].[Br:3][C:4]1[CH:5]=[C:6]([O:17][CH:18]2[CH2:22][CH2:21][N:20]([C:30](=[O:32])[CH3:31])[CH2:19]2)[C:7]([NH:10][C:11]2[S:12][CH:13]=[C:14]([CH3:16])[N:15]=2)=[N:8][CH:9]=1. The yield is 0.226. (4) The reactants are [N:1]([CH2:4][C@@H:5]([OH:22])[CH2:6][N:7]1[C:13]2[CH:14]=[CH:15][CH:16]=[CH:17][C:12]=2[CH2:11][CH2:10][C:9]2[CH:18]=[CH:19][CH:20]=[CH:21][C:8]1=2)=[N+]=[N-].C1C=CC(P(C2C=CC=CC=2)C2C=CC=CC=2)=CC=1. The catalyst is C1COCC1.O. The product is [NH2:1][CH2:4][C@@H:5]([OH:22])[CH2:6][N:7]1[C:8]2[CH:21]=[CH:20][CH:19]=[CH:18][C:9]=2[CH2:10][CH2:11][C:12]2[CH:17]=[CH:16][CH:15]=[CH:14][C:13]1=2. The yield is 0.880. (5) The reactants are [NH:1]1[CH:5]=[C:4]([C:6]2[C:7]3[CH:14]=[CH:13][N:12]([CH2:15][O:16][CH2:17][CH2:18][Si:19]([CH3:22])([CH3:21])[CH3:20])[C:8]=3[N:9]=[CH:10][N:11]=2)[CH:3]=[N:2]1.[CH:23]1([C:28]#[C:29][C:30]#[N:31])[CH2:27][CH2:26][CH2:25][CH2:24]1.C(=O)([O-])[O-].[K+].[K+]. The catalyst is CN(C=O)C.C(OCC)(=O)C.[Cl-].[Na+].O. The product is [CH:23]1(/[C:28](/[N:1]2[CH:5]=[C:4]([C:6]3[C:7]4[CH:14]=[CH:13][N:12]([CH2:15][O:16][CH2:17][CH2:18][Si:19]([CH3:22])([CH3:21])[CH3:20])[C:8]=4[N:9]=[CH:10][N:11]=3)[CH:3]=[N:2]2)=[CH:29]/[C:30]#[N:31])[CH2:27][CH2:26][CH2:25][CH2:24]1. The yield is 0.530. (6) The product is [Br:17][C:16]1[N:15]([CH2:18][C:19]2[CH:24]=[CH:23][C:22]([F:25])=[CH:21][CH:20]=2)[C:14]2=[CH:26][N:27]=[C:38]([C:39]([O:41][CH3:42])=[O:40])[C:43]([OH:45])=[C:13]2[C:12]=1[Br:11]. The catalyst is C1COCC1. The yield is 0.544. The reactants are [Li+].C[Si]([N-][Si](C)(C)C)(C)C.[Br:11][C:12]1[C:13]([C:43]([O:45]CC)=O)=[C:14]([CH2:26][N:27]([CH2:38][C:39]([O:41][CH3:42])=[O:40])S(C2C=CC(C)=CC=2)(=O)=O)[N:15]([CH2:18][C:19]2[CH:24]=[CH:23][C:22]([F:25])=[CH:21][CH:20]=2)[C:16]=1[Br:17].[NH4+].[Cl-].ClCCl.CO. (7) The reactants are [Li]C(CC)C.[Cl:6][C:7]1[CH:12]=[CH:11][N:10]=[C:9]2[N:13]([Si](C(C)C)(C(C)C)C(C)C)[CH:14]=[CH:15][C:8]=12.[I:26]I.[Cl-].[NH4+].S([O-])([O-])=O.[Na+].[Na+].CCCC[N+](CCCC)(CCCC)CCCC.[F-]. The catalyst is C1COCC1.C(OCC)(=O)C.O. The product is [Cl:6][C:7]1[C:12]([I:26])=[CH:11][N:10]=[C:9]2[NH:13][CH:14]=[CH:15][C:8]=12. The yield is 0.730.